Dataset: Reaction yield outcomes from USPTO patents with 853,638 reactions. Task: Predict the reaction yield, written as a fraction of the theoretical maximum amount of product (1.0 means a 100% yield; for example, 0.34 means a 34% yield). The reactants are [CH3:1][C@@H:2]1[C@H:4]([C:5]2[CH:10]=[CH:9][CH:8]=[CH:7][CH:6]=2)[C@:3]1([NH:14][S:15]([C:18]1[S:19][C:20]([N:23]2[CH:27]=[C:26]([C:28]#[C:29][Si](C)(C)C)[CH:25]=[N:24]2)=[CH:21][CH:22]=1)(=[O:17])=[O:16])[C:11]([OH:13])=[O:12].C(=O)([O-])[O-].[K+].[K+].S([O-])(O)(=O)=O.[K+]. The catalyst is CO. The product is [C:28]([C:26]1[CH:25]=[N:24][N:23]([C:20]2[S:19][C:18]([S:15]([NH:14][C@:3]3([C:11]([OH:13])=[O:12])[C@@H:4]([C:5]4[CH:6]=[CH:7][CH:8]=[CH:9][CH:10]=4)[C@H:2]3[CH3:1])(=[O:16])=[O:17])=[CH:22][CH:21]=2)[CH:27]=1)#[CH:29]. The yield is 0.980.